Dataset: Full USPTO retrosynthesis dataset with 1.9M reactions from patents (1976-2016). Task: Predict the reactants needed to synthesize the given product. (1) Given the product [C:1]([O:5][C:6]([NH:8][C@@H:9]([CH2:14][C:15]1[CH:20]=[CH:19][C:18]([OH:21])=[CH:17][CH:16]=1)[C@@H:10]1[O:13][CH2:11]1)=[O:7])([CH3:4])([CH3:3])[CH3:2], predict the reactants needed to synthesize it. The reactants are: [C:1]([O:5][C:6]([NH:8][C@@H:9]([CH2:14][C:15]1[CH:20]=[CH:19][C:18]([O:21]CC2C=CC=CC=2)=[CH:17][CH:16]=1)[C@H:10]([OH:13])[CH2:11]Cl)=[O:7])([CH3:4])([CH3:3])[CH3:2].[OH-].[Na+]. (2) The reactants are: [NH2:1][NH:2][C:3]([C:5]1[CH:10]=[CH:9][CH:8]=[C:7]([CH3:11])[N:6]=1)=[NH:4].[F:12][C:13]1[CH:20]=[CH:19][C:18]([O:21][CH3:22])=[CH:17][C:14]=1[CH:15]=O. Given the product [F:12][C:13]1[CH:20]=[CH:19][C:18]([O:21][CH3:22])=[CH:17][C:14]=1[C:15]1[NH:1][N:2]=[C:3]([C:5]2[CH:10]=[CH:9][CH:8]=[C:7]([CH3:11])[N:6]=2)[N:4]=1, predict the reactants needed to synthesize it. (3) Given the product [Cl:8][C:6]1[N:5]=[CH:4][N:3]=[C:2]([O:9][C:10]2[CH:19]=[CH:18][C:13]3[NH:14][C:15](=[O:17])[O:16][C:12]=3[CH:11]=2)[CH:7]=1, predict the reactants needed to synthesize it. The reactants are: Cl[C:2]1[CH:7]=[C:6]([Cl:8])[N:5]=[CH:4][N:3]=1.[OH:9][C:10]1[CH:19]=[CH:18][C:13]2[NH:14][C:15](=[O:17])[O:16][C:12]=2[CH:11]=1.C(=O)([O-])[O-].[K+].[K+].O. (4) Given the product [C:13]([C:18]1[CH:19]=[CH:20][C:21]([C:22]([NH:28][CH2:29][CH2:30][C:31]([O:33][CH3:34])=[O:32])=[O:24])=[CH:25][CH:26]=1)(=[O:17])[CH2:14][CH2:15][CH3:16], predict the reactants needed to synthesize it. The reactants are: Cl.C(N=C=NCCCN(C)C)C.[C:13]([C:18]1[CH:26]=[CH:25][C:21]([C:22]([OH:24])=O)=[CH:20][CH:19]=1)(=[O:17])[CH2:14][CH2:15][CH3:16].Cl.[NH2:28][CH2:29][CH2:30][C:31]([O:33][CH3:34])=[O:32].ON1C2N=CC=CC=2N=N1.C(N(CC)CC)C. (5) The reactants are: Cl[CH2:2][C:3]1[O:4][C:5]2[CH:11]=[C:10]([C:12]3[C:20]4[C:15](=[CH:16][C:17]([F:21])=[CH:18][CH:19]=4)[N:14]([S:22]([C:25]4[CH:30]=[CH:29][CH:28]=[CH:27][CH:26]=4)(=[O:24])=[O:23])[CH:13]=3)[CH:9]=[CH:8][C:6]=2[N:7]=1.[CH3:31][N:32]1[CH2:37][CH2:36][NH:35][CH2:34][CH2:33]1. Given the product [F:21][C:17]1[CH:16]=[C:15]2[C:20]([C:12]([C:10]3[CH:9]=[CH:8][C:6]4[N:7]=[C:3]([CH2:2][N:35]5[CH2:36][CH2:37][N:32]([CH3:31])[CH2:33][CH2:34]5)[O:4][C:5]=4[CH:11]=3)=[CH:13][N:14]2[S:22]([C:25]2[CH:30]=[CH:29][CH:28]=[CH:27][CH:26]=2)(=[O:24])=[O:23])=[CH:19][CH:18]=1, predict the reactants needed to synthesize it. (6) Given the product [CH3:1][O:2][C:3](=[O:15])[C:4]1[CH:9]=[C:8]([CH:16]=[CH:17][CH3:18])[CH:7]=[C:6]([N+:11]([O-:13])=[O:12])[C:5]=1[NH2:14], predict the reactants needed to synthesize it. The reactants are: [CH3:1][O:2][C:3](=[O:15])[C:4]1[CH:9]=[C:8](Br)[CH:7]=[C:6]([N+:11]([O-:13])=[O:12])[C:5]=1[NH2:14].[CH2:16]([Sn](CCCC)(CCCC)C=CC)[CH2:17][CH2:18]C.[F-].[K+].